From a dataset of Catalyst prediction with 721,799 reactions and 888 catalyst types from USPTO. Predict which catalyst facilitates the given reaction. (1) The catalyst class is: 2. Reactant: [CH3:1][C:2]1[C:3]([CH2:8][N:9]([CH2:16][C:17]2[C:22]([CH3:23])=[CH:21][CH:20]=[CH:19][N:18]=2)[CH:10]2[CH2:15][CH2:14][NH:13][CH2:12][CH2:11]2)=[N:4][CH:5]=[CH:6][CH:7]=1.[N:24]1[CH:29]=[CH:28][CH:27]=[CH:26][C:25]=1[CH:30]=O.[BH-](OC(C)=O)(OC(C)=O)OC(C)=O.[Na+]. Product: [CH3:1][C:2]1[C:3]([CH2:8][N:9]([CH2:16][C:17]2[C:22]([CH3:23])=[CH:21][CH:20]=[CH:19][N:18]=2)[CH:10]2[CH2:15][CH2:14][N:13]([CH2:30][C:25]3[CH:26]=[CH:27][CH:28]=[CH:29][N:24]=3)[CH2:12][CH2:11]2)=[N:4][CH:5]=[CH:6][CH:7]=1. (2) Reactant: [F:1][C:2]1[CH:3]=[C:4]([C:8]2[CH:22]=[CH:21][C:11]([C:12]([NH:14][CH:15]3[CH2:20][CH2:19][NH:18][CH2:17][CH2:16]3)=[O:13])=[CH:10][N:9]=2)[CH:5]=[CH:6][CH:7]=1.Br[C:24]1[CH:36]=[CH:35][C:27]([C:28]([O:30][C:31]([CH3:34])([CH3:33])[CH3:32])=[O:29])=[CH:26][N:25]=1.[F-].[Cs+]. Product: [F:1][C:2]1[CH:3]=[C:4]([C:8]2[N:9]=[CH:10][C:11]([C:12]([NH:14][CH:15]3[CH2:16][CH2:17][N:18]([C:24]4[CH:36]=[CH:35][C:27]([C:28]([O:30][C:31]([CH3:32])([CH3:33])[CH3:34])=[O:29])=[CH:26][N:25]=4)[CH2:19][CH2:20]3)=[O:13])=[CH:21][CH:22]=2)[CH:5]=[CH:6][CH:7]=1. The catalyst class is: 44. (3) Reactant: [CH3:1][O:2][C:3]1[CH:4]=[C:5]([CH:9]=[CH:10][C:11]=1[O:12][CH3:13])[C:6]([OH:8])=O.S(Cl)(Cl)=O.C(OC([N:25]1[CH2:29][CH2:28][CH:27]([NH:30][CH2:31][C:32]([CH3:42])=[CH:33][C:34]2[CH:39]=[CH:38][C:37]([F:40])=[CH:36][C:35]=2[F:41])[CH2:26]1)=O)(C)(C)C. Product: [F:41][C:35]1[CH:36]=[C:37]([F:40])[CH:38]=[CH:39][C:34]=1[CH:33]=[C:32]([CH3:42])[CH2:31][N:30]([CH:27]1[CH2:28][CH2:29][NH:25][CH2:26]1)[C:6](=[O:8])[C:5]1[CH:9]=[CH:10][C:11]([O:12][CH3:13])=[C:3]([O:2][CH3:1])[CH:4]=1. The catalyst class is: 66. (4) Reactant: [OH:1][C:2]1[C:3](=[O:16])[CH:4]=[C:5]([CH2:8][O:9][CH:10]2[CH2:15][CH2:14][CH2:13][CH2:12][O:11]2)[O:6][CH:7]=1.[C:17]([O-])([O-])=O.[Cs+].[Cs+].BrC[CH2:25][CH2:26][CH2:27][CH2:28][CH2:29][Br:30]. Product: [Br:30][CH:29]([CH3:17])[CH2:28][CH2:27][CH2:26][CH2:25][O:1][C:2]1[C:3](=[O:16])[CH:4]=[C:5]([CH2:8][O:9][CH:10]2[CH2:15][CH2:14][CH2:13][CH2:12][O:11]2)[O:6][CH:7]=1. The catalyst class is: 3. (5) Reactant: [CH3:1][O:2][C:3]1[CH:4]=[C:5]2[C:10](=[CH:11][C:12]=1[O:13][CH3:14])[N:9]=[CH:8][N:7]=[C:6]2[O:15][C:16]1[CH:22]=[CH:21][C:19]([NH2:20])=[CH:18][CH:17]=1.C(N(CC)CC)C.ClC(Cl)(O[C:34](=[O:40])OC(Cl)(Cl)Cl)Cl.[CH3:42][N:43]([CH3:47])[CH2:44][CH2:45][NH2:46]. Product: [CH3:1][O:2][C:3]1[CH:4]=[C:5]2[C:10](=[CH:11][C:12]=1[O:13][CH3:14])[N:9]=[CH:8][N:7]=[C:6]2[O:15][C:16]1[CH:22]=[CH:21][C:19]([NH:20][C:34]([NH:46][CH2:45][CH2:44][N:43]([CH3:47])[CH3:42])=[O:40])=[CH:18][CH:17]=1. The catalyst class is: 146. (6) Reactant: Br[C:2]1[CH:3]=[C:4]([S:9][C:10]2[CH:22]=[CH:21][C:13]([O:14][CH2:15][C:16]([O:18][CH2:19][CH3:20])=[O:17])=[C:12]([CH3:23])[CH:11]=2)[CH:5]=[C:6](Br)[CH:7]=1.[C:24]([C:26]1[CH:31]=[CH:30][CH:29]=[CH:28][N:27]=1)#[CH:25].C(P(C(C)(C)C)C(C)(C)C)(C)(C)C.[CH2:45]1[CH2:50][CH2:49][CH2:48][CH2:47][CH2:46]1.[CH:51]([NH:54]C(C)C)(C)C. Product: [N:27]1[CH:28]=[CH:29][CH:30]=[CH:31][C:26]=1[C:24]#[C:25][C:2]1[CH:3]=[C:4]([S:9][C:10]2[CH:22]=[CH:21][C:13]([O:14][CH2:15][C:16]([O:18][CH2:19][CH3:20])=[O:17])=[C:12]([CH3:23])[CH:11]=2)[CH:5]=[C:6]([C:45]#[C:50][C:49]2[CH:48]=[CH:47][CH:46]=[CH:51][N:54]=2)[CH:7]=1. The catalyst class is: 804. (7) Reactant: [CH3:1][O:2][C:3](=[O:29])[CH:4]([C:12]1[N:16]2[CH:17]=[C:18]([CH3:21])[CH:19]=[CH:20][C:15]2=[N:14][C:13]=1[C:22]1[CH:27]=[CH:26][C:25]([CH3:28])=[CH:24][CH:23]=1)[CH2:5][CH2:6][CH:7]1OCC[O:8]1.Cl. Product: [CH3:1][O:2][C:3](=[O:29])[CH:4]([C:12]1[N:16]2[CH:17]=[C:18]([CH3:21])[CH:19]=[CH:20][C:15]2=[N:14][C:13]=1[C:22]1[CH:27]=[CH:26][C:25]([CH3:28])=[CH:24][CH:23]=1)[CH2:5][CH2:6][CH:7]=[O:8]. The catalyst class is: 21.